This data is from Forward reaction prediction with 1.9M reactions from USPTO patents (1976-2016). The task is: Predict the product of the given reaction. (1) Given the reactants [C:1]([OH:6])(=[O:5])[C@H:2]([CH3:4])[OH:3].[C:7]([OH:11])(=[O:10])[CH2:8][OH:9], predict the reaction product. The product is: [C:1]([OH:6])(=[O:5])[CH:2]([CH3:4])[OH:3].[C:7]([OH:11])(=[O:10])[CH2:8][OH:9]. (2) Given the reactants [CH3:1][C:2]1([CH3:12])[O:6][C:5](=[CH:7][C:8](Cl)=[O:9])[C:4](=[O:11])[O:3]1.[F:13][C:14]1[CH:23]=[CH:22][CH:21]=[CH:20][C:15]=1[CH2:16][NH:17][O:18][CH3:19], predict the reaction product. The product is: [CH3:1][C:2]1([CH3:12])[O:6][C:5](=[CH:7][C:8]([N:17]([CH2:16][C:15]2[CH:20]=[CH:21][CH:22]=[CH:23][C:14]=2[F:13])[O:18][CH3:19])=[O:9])[C:4](=[O:11])[O:3]1. (3) Given the reactants [CH2:1]([O:3][C:4](=[O:14])[C:5]1[CH:10]=[CH:9][C:8]([CH2:11]CBr)=[CH:7][CH:6]=1)[CH3:2].[CH2:15]([N:17]1[CH2:22][CH2:21][NH:20][CH2:19][CH2:18]1)[CH3:16], predict the reaction product. The product is: [CH2:1]([O:3][C:4](=[O:14])[C:5]1[CH:6]=[CH:7][C:8]([CH2:11][N:20]2[CH2:21][CH2:22][N:17]([CH2:15][CH3:16])[CH2:18][CH2:19]2)=[CH:9][CH:10]=1)[CH3:2]. (4) Given the reactants [NH2:1][C:2]1[CH:15]=[CH:14][C:5]2[NH:6][C:7](=[O:13])[CH2:8][CH2:9][C:10]([CH3:12])([CH3:11])[C:4]=2[CH:3]=1.[CH3:16][NH:17][C:18]([C:20]1[S:21][CH:22]=[C:23]([CH3:34])[C:24]=1[NH:25][C:26]1[C:31]([Cl:32])=[CH:30][N:29]=[C:28](Cl)[N:27]=1)=[O:19], predict the reaction product. The product is: [CH3:16][NH:17][C:18]([C:20]1[S:21][CH:22]=[C:23]([CH3:34])[C:24]=1[NH:25][C:26]1[C:31]([Cl:32])=[CH:30][N:29]=[C:28]([NH:1][C:2]2[CH:15]=[CH:14][C:5]3[NH:6][C:7](=[O:13])[CH2:8][CH2:9][C:10]([CH3:12])([CH3:11])[C:4]=3[CH:3]=2)[N:27]=1)=[O:19]. (5) Given the reactants [CH2:1]([C:3]1[C:11]2[C:6](=[CH:7][CH:8]=[CH:9][C:10]=2[NH:12][C:13]([C:15]2[N:19]3[CH:20]=[CH:21][CH:22]=[CH:23][C:18]3=[N:17][CH:16]=2)=[O:14])[N:5]([CH2:24][C:25]2[N:30]=[C:29]([O:31][CH:32]3[CH2:37][CH2:36][N:35](C(OC(C)(C)C)=O)[CH2:34][CH2:33]3)[CH:28]=[CH:27][CH:26]=2)[N:4]=1)[CH3:2].C(O)(C(F)(F)F)=O, predict the reaction product. The product is: [CH2:1]([C:3]1[C:11]2[C:6](=[CH:7][CH:8]=[CH:9][C:10]=2[NH:12][C:13]([C:15]2[N:19]3[CH:20]=[CH:21][CH:22]=[CH:23][C:18]3=[N:17][CH:16]=2)=[O:14])[N:5]([CH2:24][C:25]2[CH:26]=[CH:27][CH:28]=[C:29]([O:31][CH:32]3[CH2:33][CH2:34][NH:35][CH2:36][CH2:37]3)[N:30]=2)[N:4]=1)[CH3:2]. (6) Given the reactants [CH3:1][O:2][C:3]([CH:5]1[CH2:7][CH:6]1[C:8]1[CH:13]=[C:12]([F:14])[C:11]([O:15]CC2C=CC=CC=2)=[C:10]([F:23])[CH:9]=1)=[O:4], predict the reaction product. The product is: [CH3:1][O:2][C:3]([CH:5]1[CH2:7][CH:6]1[C:8]1[CH:9]=[C:10]([F:23])[C:11]([OH:15])=[C:12]([F:14])[CH:13]=1)=[O:4]. (7) Given the reactants Br[C:2]1[S:3][CH:4]=[C:5]([C:7]([O:9][CH2:10][CH3:11])=[O:8])[N:6]=1.[Br:12][C:13]1[CH:14]=[C:15](B(O)O)[CH:16]=[CH:17][CH:18]=1, predict the reaction product. The product is: [Br:12][C:13]1[CH:18]=[C:17]([C:2]2[S:3][CH:4]=[C:5]([C:7]([O:9][CH2:10][CH3:11])=[O:8])[N:6]=2)[CH:16]=[CH:15][CH:14]=1. (8) Given the reactants [Cl:1][C:2]1[C:3]2[CH:13]=[C:12]([OH:14])[C:11]([O:15][CH3:16])=[CH:10][C:4]=2[S:5][C:6]=1[C:7]([OH:9])=[O:8].[N+:17]([O-])([OH:19])=[O:18], predict the reaction product. The product is: [Cl:1][C:2]1[C:3]2[C:13]([N+:17]([O-:19])=[O:18])=[C:12]([OH:14])[C:11]([O:15][CH3:16])=[CH:10][C:4]=2[S:5][C:6]=1[C:7]([OH:9])=[O:8].